From a dataset of Experimentally validated miRNA-target interactions with 360,000+ pairs, plus equal number of negative samples. Binary Classification. Given a miRNA mature sequence and a target amino acid sequence, predict their likelihood of interaction. (1) The miRNA is hsa-miR-3140-3p with sequence AGCUUUUGGGAAUUCAGGUAGU. The protein sequence of the target gene is MVSKSDQLLIVVSILEGRHFPKRPKHMLVVEAKFDGEQLATDPVDHTDQPEFATELAWEIDRKALHQHRLQRTPIKLQCFALDPVTSAKETIGYIVLDLRTAQETKQAPKWYQLLSNKYTKFKSEIQISIALETDTKPPVDSFKAKGAPPRDGKVPAILAGLDPRDIVAVLNEEGGYHQIGPAEYCTDSFIMSVTIAFATQLEQLIPCTMKLPERQPEFFFYYSLLGNDVTNEPFNDLINPNFEPERASVRIRSSVEILRVYLALQSKLQIHLCCGDQSLGSTEIPLTGLLKKGSTEINQ.... Result: 0 (no interaction). (2) The protein sequence of the target gene is MNTSGDPAQTGPEGCRGTMSAEEDARWLRWVTQQFKTIAGEDGEISLQEFKAALHVKESFFAERFFALFDSDRSGTITLQELQEALTLLIHGSPMDKLKFLFQVYDIDVCARQGASAGTEWGAGAGPHWASSPLGTGSGSIDPDELRTVLQSCLRESAISLPDEKLDQLTLALFESADADGNGAITFEELRDELQRFPGVMENLTISAAHWLTAPAPRPRPRRPRQLTRAYWHNHRSQLFCLATYAGLHVLLFGLAASAHRDLGASVMVAKGCGQCLNFDCSFIAVLMLRRCLTWLRATW.... Result: 0 (no interaction). The miRNA is cel-miR-65-5p with sequence UAUGACACUGAAGCGUAACCGAA.